This data is from Full USPTO retrosynthesis dataset with 1.9M reactions from patents (1976-2016). The task is: Predict the reactants needed to synthesize the given product. (1) The reactants are: [F:1][C:2]([F:18])([F:17])[C:3]1[CH:4]=[C:5]([CH2:13][C:14](O)=[O:15])[CH:6]=[C:7]([C:9]([F:12])([F:11])[F:10])[CH:8]=1.C(N1[CH:30]=[CH:29]N=C1)(N1C=CN=C1)=O.C[NH:32][C:33]1[C:34]([C:39]2[CH:44]=[C:43]([N:45]3[CH2:50][CH2:49][O:48][CH2:47][CH2:46]3)[C:42]([CH3:51])=[CH:41][CH:40]=2)=[N:35][CH:36]=CC=1.[CH3:52]N(C)C=O. Given the product [F:10][C:9]([F:12])([F:11])[C:7]1[CH:6]=[C:5]([CH2:13][C:14]([N:35]([CH3:36])[C:34]2[CH:33]=[N:32][C:43]([N:45]3[CH2:46][CH2:47][O:48][CH2:49][CH2:50]3)=[CH:44][C:39]=2[C:40]2[CH:41]=[CH:42][CH:51]=[CH:52][C:29]=2[CH3:30])=[O:15])[CH:4]=[C:3]([C:2]([F:18])([F:1])[F:17])[CH:8]=1, predict the reactants needed to synthesize it. (2) Given the product [O:10]=[CH:11][C@@H:12]([C@H:13]([C@@H:14]([C@@H:15]([CH2:17][OH:18])[OH:16])[OH:19])[OH:20])[OH:21], predict the reactants needed to synthesize it. The reactants are: C1C([N+]([O-])=O)=CC=C([O:10][C@@H:11]2[O:16][C@H:15]([CH2:17][OH:18])[C@@H:14]([OH:19])[C@H:13]([OH:20])[C@H:12]2[OH:21])C=1.C(O)[C@H]1O[C@@H](O[C@H]2[C@H](O)[C@@H](O)[C@H](O)O[C@@H]2CO)[C@H](O)[C@@H](O)[C@@H]1O.[OH-].[Na+]. (3) Given the product [CH3:42][O:3][CH2:4][C:5]1[N:6]=[N:7][N:8]([CH3:40])[C:9]=1[C:10]1[CH:22]=[N:21][C:20]2[C:19]3[CH:18]=[CH:17][C:16]([C:23]([O:25][CH3:26])=[O:24])=[CH:15][C:14]=3[N:13]([C@H:27]([C:34]3[CH:39]=[CH:38][CH:37]=[CH:36][CH:35]=3)[CH:28]3[CH2:29][CH2:30][O:31][CH2:32][CH2:33]3)[C:12]=2[CH:11]=1, predict the reactants needed to synthesize it. The reactants are: [H-].[Na+].[OH:3][CH2:4][C:5]1[N:6]=[N:7][N:8]([CH3:40])[C:9]=1[C:10]1[CH:22]=[N:21][C:20]2[C:19]3[CH:18]=[CH:17][C:16]([C:23]([O:25][CH3:26])=[O:24])=[CH:15][C:14]=3[N:13]([C@H:27]([C:34]3[CH:39]=[CH:38][CH:37]=[CH:36][CH:35]=3)[CH:28]3[CH2:33][CH2:32][O:31][CH2:30][CH2:29]3)[C:12]=2[CH:11]=1.I[CH3:42]. (4) The reactants are: [Cl:1][C:2]1[N:7]=[N:6][C:5]([C:8]([OH:10])=O)=[CH:4][CH:3]=1.S(Cl)(Cl)=O.[CH2:15]([NH2:20])[CH2:16][CH2:17][CH2:18][CH3:19]. Given the product [CH2:15]([NH:20][C:8]([C:5]1[N:6]=[N:7][C:2]([Cl:1])=[CH:3][CH:4]=1)=[O:10])[CH2:16][CH2:17][CH2:18][CH3:19], predict the reactants needed to synthesize it. (5) Given the product [CH3:1][N:2]1[C:6]([S:7][CH3:8])=[C:5]([CH3:9])[C:4]([C:10]2[CH:15]=[CH:14][C:13]([OH:16])=[C:12]([CH3:20])[CH:11]=2)=[N:3]1, predict the reactants needed to synthesize it. The reactants are: [CH3:1][N:2]1[C:6]([S:7][CH3:8])=[C:5]([CH3:9])[C:4]([C:10]2[CH:15]=[CH:14][C:13]([O:16]C(C)C)=[C:12]([CH3:20])[CH:11]=2)=[N:3]1.S(=O)(=O)(O)O.